From a dataset of Reaction yield outcomes from USPTO patents with 853,638 reactions. Predict the reaction yield, written as a fraction of the theoretical maximum amount of product (1.0 means a 100% yield; for example, 0.34 means a 34% yield). (1) The reactants are C[O:2][C:3](=O)[CH2:4][CH2:5][CH2:6][CH2:7][CH2:8][NH:9][C:10](=[O:20])[CH2:11][CH:12]=[CH:13][C:14]1[CH:19]=[CH:18][CH:17]=[CH:16][CH:15]=1.Cl.[NH2:23][OH:24].C[O-].[Na+]. The catalyst is CO. The product is [OH:24][NH:23][C:3](=[O:2])[CH2:4][CH2:5][CH2:6][CH2:7][CH2:8][NH:9][C:10](=[O:20])[CH2:11]/[CH:12]=[CH:13]/[C:14]1[CH:19]=[CH:18][CH:17]=[CH:16][CH:15]=1. The yield is 0.660. (2) The yield is 0.770. The catalyst is C1COCC1. The product is [CH3:25][O:24][C:22](=[O:23])[C:21]1[CH:26]=[CH:27][C:18]([O:8][CH2:7][C:6]2[N:2]([CH3:1])[N:3]=[N:4][C:5]=2[C:9]2[CH:14]=[CH:13][CH:12]=[CH:11][N:10]=2)=[N:19][CH:20]=1. The reactants are [CH3:1][N:2]1[C:6]([CH2:7][OH:8])=[C:5]([C:9]2[CH:14]=[CH:13][CH:12]=[CH:11][N:10]=2)[N:4]=[N:3]1.[H-].[Na+].Cl[C:18]1[CH:27]=[CH:26][C:21]([C:22]([O:24][CH3:25])=[O:23])=[CH:20][N:19]=1.O. (3) The reactants are [CH2:1]([CH:8]1[NH:12][C:11](=[O:13])[N:10]([C:14]2[CH:15]=[N:16][N:17]([CH2:19][C:20]3[C:21]([CH3:26])=[N:22][O:23][C:24]=3[CH3:25])[CH:18]=2)[C:9]1=[O:27])[C:2]1[CH:7]=[CH:6][CH:5]=[CH:4][CH:3]=1.I[CH3:29]. No catalyst specified. The product is [CH2:1]([CH:8]1[N:12]([CH3:29])[C:11](=[O:13])[N:10]([C:14]2[CH:15]=[N:16][N:17]([CH2:19][C:20]3[C:21]([CH3:26])=[N:22][O:23][C:24]=3[CH3:25])[CH:18]=2)[C:9]1=[O:27])[C:2]1[CH:3]=[CH:4][CH:5]=[CH:6][CH:7]=1. The yield is 0.950. (4) The reactants are Br[C:2]1[CH:18]=[CH:17][C:5]2[C:6]3[N:7]=[C:8]([C:14]([OH:16])=[O:15])[S:9][C:10]=3[CH2:11][CH2:12][O:13][C:4]=2[CH:3]=1.CC1(C)C(C)(C)OB([C:27]2[CH:28]=[N:29][NH:30][CH:31]=2)O1.C(=O)(O)[O-].[Na+].O.C(#N)C. The catalyst is C(OCC)(=O)C.C1C=CC([P]([Pd]([P](C2C=CC=CC=2)(C2C=CC=CC=2)C2C=CC=CC=2)([P](C2C=CC=CC=2)(C2C=CC=CC=2)C2C=CC=CC=2)[P](C2C=CC=CC=2)(C2C=CC=CC=2)C2C=CC=CC=2)(C2C=CC=CC=2)C2C=CC=CC=2)=CC=1. The product is [NH:29]1[CH:28]=[C:27]([C:2]2[CH:18]=[CH:17][C:5]3[C:6]4[N:7]=[C:8]([C:14]([OH:16])=[O:15])[S:9][C:10]=4[CH2:11][CH2:12][O:13][C:4]=3[CH:3]=2)[CH:31]=[N:30]1. The yield is 1.03. (5) The catalyst is O.C(#N)C. The reactants are [CH3:1][O:2][C:3]1[CH:4]=[CH:5][C:6]([N+:12]([O-:14])=[O:13])=[C:7]([CH:11]=1)[C:8]([OH:10])=O.[NH2:15][C:16]1[CH:21]=[CH:20][C:19]([Cl:22])=[CH:18][N:17]=1.N1C=CC=CC=1.P(Cl)(Cl)(Cl)=O. The yield is 0.882. The product is [N+:12]([C:6]1[CH:5]=[CH:4][C:3]([O:2][CH3:1])=[CH:11][C:7]=1[C:8]([NH:15][C:16]1[CH:21]=[CH:20][C:19]([Cl:22])=[CH:18][N:17]=1)=[O:10])([O-:14])=[O:13]. (6) The reactants are [NH2:1][C:2]1[CH:7]=[CH:6][C:5]([C:8]2[C:12]([C:13]3[CH:18]=[CH:17][N:16]=[C:15]4[NH:19][C:20]([C:22]5[CH:23]=[N:24][C:25]([N:28]6[CH2:33][CH2:32][N:31]([C:34]([O:36][C:37]([CH3:40])([CH3:39])[CH3:38])=[O:35])[CH2:30][CH2:29]6)=[N:26][CH:27]=5)=[CH:21][C:14]=34)=[CH:11][N:10]([CH3:41])[N:9]=2)=[CH:4][CH:3]=1.ClC([O:45][C:46](C)=C)=O.[N:49]1[CH:54]=CC=C[CH:50]=1. No catalyst specified. The product is [CH3:50][N:49]([CH3:54])[C:46]([NH:1][C:2]1[CH:3]=[CH:4][C:5]([C:8]2[C:12]([C:13]3[CH:18]=[CH:17][N:16]=[C:15]4[NH:19][C:20]([C:22]5[CH:27]=[N:26][C:25]([N:28]6[CH2:29][CH2:30][N:31]([C:34]([O:36][C:37]([CH3:38])([CH3:40])[CH3:39])=[O:35])[CH2:32][CH2:33]6)=[N:24][CH:23]=5)=[CH:21][C:14]=34)=[CH:11][N:10]([CH3:41])[N:9]=2)=[CH:6][CH:7]=1)=[O:45]. The yield is 0.270. (7) The reactants are F[C:2]1[CH:19]=[CH:18][C:5]([O:6][CH2:7][C:8]2[CH:17]=[CH:16][C:15]3[C:10](=[CH:11][CH:12]=[CH:13][CH:14]=3)[N:9]=2)=[CH:4][C:3]=1[N+:20]([O-:22])=[O:21].Cl.[Br:24][C:25]1[CH:32]=[CH:31][C:28]([CH2:29][NH2:30])=[CH:27][CH:26]=1.CCN(C(C)C)C(C)C. The catalyst is CC(N(C)C)=O. The product is [Br:24][C:25]1[CH:32]=[CH:31][C:28]([CH2:29][NH:30][C:2]2[CH:19]=[CH:18][C:5]([O:6][CH2:7][C:8]3[CH:17]=[CH:16][C:15]4[C:10](=[CH:11][CH:12]=[CH:13][CH:14]=4)[N:9]=3)=[CH:4][C:3]=2[N+:20]([O-:22])=[O:21])=[CH:27][CH:26]=1. The yield is 0.840. (8) The reactants are [Cl:1][C:2]1[CH:3]=[CH:4][C:5]([NH:11][C:12]2[C:17]([Cl:18])=[CH:16][N:15]=[C:14]([NH:19][C:20]3[N:24]([CH:25]([CH3:27])[CH3:26])[N:23]=[C:22]([CH3:28])[CH:21]=3)[CH:13]=2)=[C:6]([CH:10]=1)[C:7]([OH:9])=O.C1C=CC2[N:37]([OH:38])N=NC=2C=1.[CH2:39](Cl)CCl.CCN(C(C)C)C(C)C. The catalyst is CN(C)C=O.C(O)(=O)C.O. The product is [Cl:1][C:2]1[CH:3]=[CH:4][C:5]([NH:11][C:12]2[C:17]([Cl:18])=[CH:16][N:15]=[C:14]([NH:19][C:20]3[N:24]([CH:25]([CH3:27])[CH3:26])[N:23]=[C:22]([CH3:28])[CH:21]=3)[CH:13]=2)=[C:6]([CH:10]=1)[C:7]([NH:37][O:38][CH3:39])=[O:9]. The yield is 0.268. (9) The reactants are Cl[C:2]1[N:10]=[C:9]2[C:5]([N:6]=[C:7]([CH2:12][OH:13])[N:8]2[CH3:11])=[C:4]([N:14]2[CH2:19][CH2:18][O:17][CH2:16][CH2:15]2)[N:3]=1.[CH3:20][C:21]1[NH:22][C:23]2[CH:29]=[CH:28][CH:27]=[CH:26][C:24]=2[N:25]=1. No catalyst specified. The product is [CH3:11][N:8]1[C:7]([CH2:12][OH:13])=[N:6][C:5]2[C:9]1=[N:10][C:2]([N:22]1[C:23]3[CH:29]=[CH:28][CH:27]=[CH:26][C:24]=3[N:25]=[C:21]1[CH3:20])=[N:3][C:4]=2[N:14]1[CH2:19][CH2:18][O:17][CH2:16][CH2:15]1. The yield is 1.00. (10) The reactants are COC1OCC(COC2C=CN=C(C[S:18]([C:20]3[NH:24][C:23]4[CH:25]=[CH:26][CH:27]=[CH:28][C:22]=4[N:21]=3)=[O:19])C=2C)CO1.[Na:30].COC1OCC(COC2C=CN=C(CS(C3NC4C=CC=CC=4N=3)=O)C=2C)CO1.[CH3:60][C:61]1([CH3:79])[O:66][CH2:65][CH:64]([CH2:67][O:68][C:69]2[CH:74]=[CH:73][N:72]=[C:71]([CH2:75]O)[C:70]=2[CH2:77][CH3:78])[CH2:63][O:62]1. No catalyst specified. The product is [Na:30].[CH3:60][C:61]1([CH3:79])[O:66][CH2:65][CH:64]([CH2:67][O:68][C:69]2[CH:74]=[CH:73][N:72]=[C:71]([CH2:75][S:18]([C:20]3[NH:21][C:22]4[CH:28]=[CH:27][CH:26]=[CH:25][C:23]=4[N:24]=3)=[O:19])[C:70]=2[CH2:77][CH3:78])[CH2:63][O:62]1. The yield is 0.250.